Dataset: Full USPTO retrosynthesis dataset with 1.9M reactions from patents (1976-2016). Task: Predict the reactants needed to synthesize the given product. (1) Given the product [CH:19]([O:11][C:3]1[CH:4]=[C:5]([N+:8]([O-:10])=[O:9])[CH:6]=[CH:7][C:2]=1[N:26]1[CH:27]=[C:23]([CH3:22])[N:24]=[CH:25]1)([CH3:21])[CH3:20], predict the reactants needed to synthesize it. The reactants are: Cl[C:2]1[CH:7]=[CH:6][C:5]([N+:8]([O-:10])=[O:9])=[CH:4][C:3]=1[OH:11].C(=O)([O-])[O-].[Cs+].[Cs+].I[CH:19]([CH3:21])[CH3:20].[CH3:22][C:23]1[N:24]=[CH:25][NH:26][CH:27]=1. (2) Given the product [O:38]1[C:42]2[CH:43]=[CH:44][C:45]([C:47]3([C:50]([NH:52][C:53]4[CH:58]=[CH:57][C:56]([CH:59]([C:60]5[CH:65]=[CH:64][CH:63]=[CH:62][C:61]=5[O:66][CH3:67])[NH:68][CH3:69])=[CH:55][N:54]=4)=[O:51])[CH2:49][CH2:48]3)=[CH:46][C:41]=2[O:40][CH2:39]1, predict the reactants needed to synthesize it. The reactants are: CS(OC(C1C=NC(NC(C2(C3C=CC4OCOC=4C=3)CC2)=O)=CC=1)C1C=CC=CC=1OC)(=O)=O.CN.[O:38]1[C:42]2[CH:43]=[CH:44][C:45]([C:47]3([C:50]([NH:52][C:53]4[CH:58]=[CH:57][C:56]([CH:59]([N:68](C)[CH3:69])[C:60]5[CH:65]=[CH:64][CH:63]=[CH:62][C:61]=5[O:66][CH3:67])=[CH:55][N:54]=4)=[O:51])[CH2:49][CH2:48]3)=[CH:46][C:41]=2[O:40][CH2:39]1. (3) Given the product [F:1][C:2]1[CH:7]=[C:6]([F:8])[CH:5]=[CH:4][C:3]=1[NH:9][C:10](=[O:18])[CH:11]([CH3:17])[C:12]([OH:14])=[O:13], predict the reactants needed to synthesize it. The reactants are: [F:1][C:2]1[CH:7]=[C:6]([F:8])[CH:5]=[CH:4][C:3]=1[NH:9][C:10](=[O:18])[CH:11]([CH3:17])[C:12]([O:14]CC)=[O:13]. (4) Given the product [Cl:9][C:8]1[CH:7]=[CH:6][C:5]([S:10]([N:13]2[C:19](=[O:20])[CH:18]([CH2:21][C:22]3[CH:27]=[C:26]([Cl:28])[CH:25]=[CH:24][C:23]=3[O:29][CH3:30])[CH2:17][NH:16][C:15](=[O:31])[CH2:14]2)(=[O:12])=[O:11])=[CH:4][C:3]=1[NH:2][S:33]([CH3:32])(=[O:35])=[O:34], predict the reactants needed to synthesize it. The reactants are: Cl.[NH2:2][C:3]1[CH:4]=[C:5]([S:10]([N:13]2[C:19](=[O:20])[CH:18]([CH2:21][C:22]3[CH:27]=[C:26]([Cl:28])[CH:25]=[CH:24][C:23]=3[O:29][CH3:30])[CH2:17][NH:16][C:15](=[O:31])[CH2:14]2)(=[O:12])=[O:11])[CH:6]=[CH:7][C:8]=1[Cl:9].[CH3:32][S:33](Cl)(=[O:35])=[O:34]. (5) The reactants are: Br[C:2]1[CH:3]=[C:4]([C:12]([O:14][CH2:15][CH3:16])=[O:13])[C:5]([C:8]([F:11])([F:10])[F:9])=[N:6][CH:7]=1.CC1(C)C(C)(C)[O:21][B:20](B2OC(C)(C)C(C)(C)O2)[O:19]1.CC([O-])=O.[K+]. Given the product [CH2:15]([O:14][C:12]([C:4]1[CH:3]=[C:2]([B:20]([OH:21])[OH:19])[CH:7]=[N:6][C:5]=1[C:8]([F:11])([F:10])[F:9])=[O:13])[CH3:16], predict the reactants needed to synthesize it. (6) Given the product [Cl:33][C:30]1[CH:31]=[CH:32][C:27]([C:25]2[CH:24]=[C:23]([C:34]([F:36])([F:35])[F:37])[N:22]=[C:21]([C:17]3[CH:16]=[C:15]([C:11]4[CH:12]=[CH:13][CH:14]=[C:9]([S:6]([NH2:5])(=[O:8])=[O:7])[CH:10]=4)[CH:20]=[CH:19][CH:18]=3)[N:26]=2)=[CH:28][CH:29]=1, predict the reactants needed to synthesize it. The reactants are: C([NH:5][S:6]([C:9]1[CH:10]=[C:11]([C:15]2[CH:20]=[CH:19][CH:18]=[C:17]([C:21]3[N:26]=[C:25]([C:27]4[CH:32]=[CH:31][C:30]([Cl:33])=[CH:29][CH:28]=4)[CH:24]=[C:23]([C:34]([F:37])([F:36])[F:35])[N:22]=3)[CH:16]=2)[CH:12]=[CH:13][CH:14]=1)(=[O:8])=[O:7])(C)(C)C.C(O)(C(F)(F)F)=O. (7) Given the product [F:1][C:2]1[CH:10]=[CH:9][C:5]([C:6]([N:25]2[CH2:26][CH2:27][CH2:28][CH:23]([C:20]3[N:19]=[C:18]([C:14]4[NH:13][CH:17]=[CH:16][CH:15]=4)[O:22][N:21]=3)[CH2:24]2)=[O:8])=[C:4]([CH3:11])[CH:3]=1, predict the reactants needed to synthesize it. The reactants are: [F:1][C:2]1[CH:10]=[CH:9][C:5]([C:6]([OH:8])=O)=[C:4]([CH3:11])[CH:3]=1.Cl.[NH:13]1[CH:17]=[CH:16][CH:15]=[C:14]1[C:18]1[O:22][N:21]=[C:20]([CH:23]2[CH2:28][CH2:27][CH2:26][NH:25][CH2:24]2)[N:19]=1. (8) The reactants are: CC([O-])(C)C.[Na+].[O-]P([O-])([O-])=O.[K+].[K+].[K+].Cl[C:16]1[CH:21]=[CH:20][CH:19]=[CH:18][C:17]=1[N+:22]([O-:24])=[O:23].[CH3:25][C:26]1[CH:32]=[CH:31][CH:30]=[C:29]([CH3:33])[C:27]=1[NH2:28]. Given the product [CH3:25][C:26]1[CH:32]=[CH:31][CH:30]=[C:29]([CH3:33])[C:27]=1[NH:28][C:16]1[CH:21]=[CH:20][CH:19]=[CH:18][C:17]=1[N+:22]([O-:24])=[O:23], predict the reactants needed to synthesize it. (9) Given the product [C:33]([O:37][C:31](=[O:45])[NH:28][C:11]1[CH:10]=[C:9]([O:8][CH2:1][C:2]2[CH:3]=[CH:4][CH:5]=[CH:6][CH:7]=2)[CH:14]=[C:13]([CH2:15][O:16][CH:17]2[CH2:22][CH2:21][CH2:20][CH2:19][O:18]2)[N:12]=1)([CH3:36])([CH3:35])[CH3:34], predict the reactants needed to synthesize it. The reactants are: [CH2:1]([O:8][C:9]1[CH:14]=[C:13]([CH2:15][O:16][CH:17]2[CH2:22][CH2:21][CH2:20][CH2:19][O:18]2)[N:12]=[C:11](C(O)=O)[CH:10]=1)[C:2]1[CH:7]=[CH:6][CH:5]=[CH:4][CH:3]=1.C([N:28]([CH2:31]C)CC)C.[C:33]([OH:37])([CH3:36])([CH3:35])[CH3:34].C1(P(N=[N+]=[N-])(C2C=CC=CC=2)=[O:45])C=CC=CC=1. (10) Given the product [CH3:9][C:10]1[O:14][C:13]([C:15]2[CH:16]=[CH:17][CH:18]=[CH:19][CH:20]=2)=[N:12][C:11]=1[CH2:21][CH2:22][O:7][C:6]1[CH:1]=[C:2]([CH3:8])[CH:3]=[CH:4][CH:5]=1, predict the reactants needed to synthesize it. The reactants are: [CH:1]1[C:6]([OH:7])=[CH:5][CH:4]=[CH:3][C:2]=1[CH3:8].[CH3:9][C:10]1[O:14][C:13]([C:15]2[CH:20]=[CH:19][CH:18]=[CH:17][CH:16]=2)=[N:12][C:11]=1[CH2:21][CH2:22]O.C1(P(C2C=CC=CC=2)C2C=CC=CC=2)C=CC=CC=1.N(C(OCC)=O)=NC(OCC)=O.